From a dataset of Reaction yield outcomes from USPTO patents with 853,638 reactions. Predict the reaction yield, written as a fraction of the theoretical maximum amount of product (1.0 means a 100% yield; for example, 0.34 means a 34% yield). The reactants are CS([O:5][CH2:6][C@@H:7]([CH3:23])[C@H:8]([N:14]([C:16]([O:18][C:19]([CH3:22])([CH3:21])[CH3:20])=[O:17])[CH3:15])[C:9]1[O:10][CH:11]=[CH:12][CH:13]=1)(=O)=O.[H-].[Na+]. The catalyst is C1COCC1. The product is [C:19]([O:18][C:16](=[O:17])[N:14]([C@H:8]([C:9]1[O:10][CH:11]=[CH:12][CH:13]=1)[C@H:7]([CH3:23])[CH2:6][O:5][C@H:13]1[CH2:12][CH2:11][O:10][CH2:9]1)[CH3:15])([CH3:22])([CH3:21])[CH3:20]. The yield is 0.390.